From a dataset of Reaction yield outcomes from USPTO patents with 853,638 reactions. Predict the reaction yield, written as a fraction of the theoretical maximum amount of product (1.0 means a 100% yield; for example, 0.34 means a 34% yield). (1) The yield is 0.300. The reactants are [CH3:1][N:2]1[C:6]([C:7]2[CH:8]=[C:9]([C:12]([OH:14])=O)[S:10][CH:11]=2)=[CH:5][CH:4]=[N:3]1.[NH2:15][C@@H:16]([CH2:29][C:30]1[CH:35]=[CH:34][C:33]([Cl:36])=[C:32]([Cl:37])[CH:31]=1)[CH2:17][N:18]1[C:26](=[O:27])[C:25]2[C:20](=[CH:21][CH:22]=[CH:23][CH:24]=2)[C:19]1=[O:28].CC(OC(N[C@H](C(O)=O)CC1C=CC=CC=1C(F)(F)F)=O)(C)C.C1CN([P+](Br)(N2CCCC2)N2CCCC2)CC1.F[P-](F)(F)(F)(F)F.CCN(C(C)C)C(C)C. The catalyst is C(Cl)(Cl)Cl. The product is [Cl:37][C:32]1[CH:31]=[C:30]([CH2:29][C@H:16]([NH:15][C:12]([C:9]2[S:10][CH:11]=[C:7]([C:6]3[N:2]([CH3:1])[N:3]=[CH:4][CH:5]=3)[CH:8]=2)=[O:14])[CH2:17][N:18]2[C:26](=[O:27])[C:25]3[C:20](=[CH:21][CH:22]=[CH:23][CH:24]=3)[C:19]2=[O:28])[CH:35]=[CH:34][C:33]=1[Cl:36]. (2) The reactants are Br[C:2]1[CH:7]=[C:6]([N+:8]([O-:10])=[O:9])[CH:5]=[C:4](Br)[CH:3]=1.[C:12]1([C:18]#[CH:19])[CH:17]=[CH:16][CH:15]=[CH:14][CH:13]=1. The catalyst is CCN(CC)CC.Cl[Pd](Cl)([P](C1C=CC=CC=1)(C1C=CC=CC=1)C1C=CC=CC=1)[P](C1C=CC=CC=1)(C1C=CC=CC=1)C1C=CC=CC=1.[Cu]I. The product is [N+:8]([C:6]1[CH:7]=[C:2]([C:19]#[C:18][C:12]2[CH:17]=[CH:16][CH:15]=[CH:14][CH:13]=2)[CH:3]=[C:4]([C:19]#[C:18][C:12]2[CH:17]=[CH:16][CH:15]=[CH:14][CH:13]=2)[CH:5]=1)([O-:10])=[O:9]. The yield is 0.510. (3) The reactants are [CH3:1][O:2][C:3]1[CH:20]=[CH:19][C:6]2[N:7]=[C:8]([C:10]3[CH:15]=[CH:14][C:13]([N+:16]([O-])=O)=[CH:12][CH:11]=3)[S:9][C:5]=2[CH:4]=1.B(Br)(Br)Br. The catalyst is C(Cl)Cl. The product is [CH3:1][O:2][C:3]1[CH:20]=[CH:19][C:6]2[N:7]=[C:8]([C:10]3[CH:11]=[CH:12][C:13]([NH2:16])=[CH:14][CH:15]=3)[S:9][C:5]=2[CH:4]=1. The yield is 0.580.